Task: Regression/Classification. Given a drug SMILES string, predict its toxicity properties. Task type varies by dataset: regression for continuous values (e.g., LD50, hERG inhibition percentage) or binary classification for toxic/non-toxic outcomes (e.g., AMES mutagenicity, cardiotoxicity, hepatotoxicity). Dataset: ames.. Dataset: Ames mutagenicity test results for genotoxicity prediction The molecule is C/C=C(/C)C(=O)O[C@H]1CCN2CC=C(COC(=O)[C@@](O)([C@H](C)OC)C(C)(C)O)[C@H]12. The result is 1 (mutagenic).